The task is: Regression. Given a peptide amino acid sequence and an MHC pseudo amino acid sequence, predict their binding affinity value. This is MHC class I binding data.. This data is from Peptide-MHC class I binding affinity with 185,985 pairs from IEDB/IMGT. (1) The peptide sequence is SSRMYCSFY. The MHC is Patr-B0101 with pseudo-sequence YYTMYRENMASTDENIAYWTYGYYTWAERAYTWY. The binding affinity (normalized) is 0.179. (2) The peptide sequence is GLSTERVRE. The MHC is HLA-B15:03 with pseudo-sequence HLA-B15:03. The binding affinity (normalized) is 0. (3) The peptide sequence is RIYKTIKQY. The MHC is HLA-A26:03 with pseudo-sequence HLA-A26:03. The binding affinity (normalized) is 0.0847. (4) The peptide sequence is SSFDYCGVNH. The MHC is HLA-A33:01 with pseudo-sequence HLA-A33:01. The binding affinity (normalized) is 0.190. (5) The peptide sequence is MLSRVAAVK. The MHC is HLA-A31:01 with pseudo-sequence HLA-A31:01. The binding affinity (normalized) is 0.501.